From a dataset of Experimentally validated miRNA-target interactions with 360,000+ pairs, plus equal number of negative samples. Binary Classification. Given a miRNA mature sequence and a target amino acid sequence, predict their likelihood of interaction. (1) The miRNA is hsa-miR-4791 with sequence UGGAUAUGAUGACUGAAA. The protein sequence of the target gene is MFLQYYLNEQGDRVYTLKKFDPMGQQTCSAHPARFSPDDKYSRHRITIKKRFKVLMTQQPRPVL. Result: 0 (no interaction). (2) The miRNA is hsa-miR-320e with sequence AAAGCUGGGUUGAGAAGG. The protein sequence of the target gene is MAEGLERVRISASELRGILATLAPQAGSRENMKELKEARPRKDNRRPDLEIYKPGLSRLRNKPKIKEPPGSEEFKDEIVNDRDCSAVENGTQPVKDVCKELNNQEQNGPIDPENNRGQESFPRTAGQEDRSLKIIKRTKKPDLQIYQPGRRLQTVSKESASRVEEEEVLNQVEQLRVEEDECRGNVAKEEVANKPDRAEIEKSPGGGRVGAAKGEKGKRMGKGEGVRETHDDPARGRPGSAKRYSRSDKRRNRYRTRSTSSAGSNNSAEGAGLTDNGCRRRRQDRTKERPRLKKQVSVSS.... Result: 0 (no interaction). (3) The miRNA is mmu-miR-344e-3p with sequence GAUAUAACCAAAGCCUGACUAU. The protein sequence of the target gene is MEKLLWCLLIMISFSRTFGHEDMFKKAFVFPKESDTSYVSLEAESKKPLNTFTVCLHFYTALSTVRSFSVFSYATKKNSNDILIFWNKDKQYTFGVGGAEVRFMVSEIPEAPTHICASWESATGIVEFWIDGKPKVRKSLHKGYTVGPDASIILGQEQDSYGGDFDAKQSLVGDIGDVNMWDFVLSPEQISTVYVGGTLSPNVLNWRALNYKAQGDVFIKPQLWS. Result: 1 (interaction).